The task is: Predict the reactants needed to synthesize the given product.. This data is from Full USPTO retrosynthesis dataset with 1.9M reactions from patents (1976-2016). (1) Given the product [O:26]=[C:13]1[C:12]([N:1]2[C:10]3[C:5](=[CH:6][CH:7]=[CH:8][CH:9]=3)[CH2:4][CH2:3][CH2:2]2)=[N:21][C:20]2[C:15](=[CH:16][CH:17]=[C:18]([C:22]([O:24][CH3:25])=[O:23])[CH:19]=2)[NH:14]1, predict the reactants needed to synthesize it. The reactants are: [NH:1]1[C:10]2[C:5](=[CH:6][CH:7]=[CH:8][CH:9]=2)[CH2:4][CH2:3][CH2:2]1.Cl[C:12]1[C:13](=[O:26])[NH:14][C:15]2[C:20]([N:21]=1)=[CH:19][C:18]([C:22]([O:24][CH3:25])=[O:23])=[CH:17][CH:16]=2. (2) Given the product [CH3:19][O:18][C:11]1[CH:12]=[CH:13][CH:14]=[C:15]([O:16][CH3:17])[C:10]=1[CH:2]1[N:1]([CH2:30][C:28]2[CH:27]=[CH:26][C:24]3[N:25]=[C:21]([CH3:20])[S:22][C:23]=3[CH:29]=2)[C:6](=[O:8])[CH2:5][CH2:4][CH2:3]1, predict the reactants needed to synthesize it. The reactants are: [NH2:1][CH:2]([C:10]1[C:15]([O:16][CH3:17])=[CH:14][CH:13]=[CH:12][C:11]=1[O:18][CH3:19])[CH2:3][CH2:4][CH2:5][C:6]([O:8]C)=O.[CH3:20][C:21]1[S:22][C:23]2[CH:29]=[C:28]([CH:30]=O)[CH:27]=[CH:26][C:24]=2[N:25]=1. (3) Given the product [C:16]1([C@@H:14]2[CH2:15][C@H:13]2[C:11]([OH:12])=[O:22])[CH:21]=[CH:20][CH:19]=[CH:18][CH:17]=1, predict the reactants needed to synthesize it. The reactants are: OCC(N[C:11]([C@@H:13]1[CH2:15][C@H:14]1[C:16]1[CH:21]=[CH:20][CH:19]=[CH:18][CH:17]=1)=[O:12])C1C=CC=CC=1.[OH2:22]. (4) Given the product [C:16]([O:15][C:13]([N:20]1[CH2:25][CH2:24][N:23]([C:2]2[CH:3]=[C:4]([CH3:12])[C:5]([N+:9]([O-:11])=[O:10])=[C:6]([NH2:8])[CH:7]=2)[CH2:22][CH2:21]1)=[O:14])([CH3:19])([CH3:17])[CH3:18], predict the reactants needed to synthesize it. The reactants are: F[C:2]1[CH:3]=[C:4]([CH3:12])[C:5]([N+:9]([O-:11])=[O:10])=[C:6]([NH2:8])[CH:7]=1.[C:13]([N:20]1[CH2:25][CH2:24][NH:23][CH2:22][CH2:21]1)([O:15][C:16]([CH3:19])([CH3:18])[CH3:17])=[O:14].CN1CCOCC1. (5) The reactants are: [CH2:1]([O:8][C:9](=[O:14])[NH:10][CH2:11][CH2:12][OH:13])[C:2]1[CH:7]=[CH:6][CH:5]=[CH:4][CH:3]=1.C(N(CC)C(C)C)(C)C. Given the product [CH2:1]([O:8][C:9](=[O:14])[NH:10][CH2:11][CH:12]=[O:13])[C:2]1[CH:7]=[CH:6][CH:5]=[CH:4][CH:3]=1, predict the reactants needed to synthesize it.